Dataset: Forward reaction prediction with 1.9M reactions from USPTO patents (1976-2016). Task: Predict the product of the given reaction. Given the reactants FC(F)(F)C(O)=O.[NH2:8][C@H:9]([C:19]1[C:24]([C:25]2[CH:26]=[CH:27][C:28]([F:34])=[C:29]([CH:33]=2)[C:30]([NH2:32])=[O:31])=[CH:23][CH:22]=[CH:21][N:20]=1)[CH2:10][C:11]1[CH:16]=[C:15]([F:17])[CH:14]=[C:13]([F:18])[CH:12]=1.[C:35]([O:39][C:40]([N:42]1[C@H:46]([C:47]2[CH:52]=[CH:51][CH:50]=[CH:49][CH:48]=2)[CH2:45][CH2:44][C@@H:43]1[C:53](O)=[O:54])=[O:41])([CH3:38])([CH3:37])[CH3:36], predict the reaction product. The product is: [C:30]([C:29]1[CH:33]=[C:25]([C:24]2[C:19]([C@@H:9]([NH:8][C:53]([C@H:43]3[CH2:44][CH2:45][C@@H:46]([C:47]4[CH:48]=[CH:49][CH:50]=[CH:51][CH:52]=4)[N:42]3[C:40]([O:39][C:35]([CH3:38])([CH3:37])[CH3:36])=[O:41])=[O:54])[CH2:10][C:11]3[CH:12]=[C:13]([F:18])[CH:14]=[C:15]([F:17])[CH:16]=3)=[N:20][CH:21]=[CH:22][CH:23]=2)[CH:26]=[CH:27][C:28]=1[F:34])(=[O:31])[NH2:32].